Dataset: Forward reaction prediction with 1.9M reactions from USPTO patents (1976-2016). Task: Predict the product of the given reaction. Given the reactants [OH-].[Na+].[NH:3]1[CH2:8][CH2:7][C:6](=[C:9]2[C:18]3[CH:19]=[CH:20][CH:21]=[CH:22][C:17]=3[CH:16]=[CH:15][C:14]3[S:13][C:12]([CH2:23][CH2:24][C:25]([O:27]CC)=[O:26])=[CH:11][C:10]2=3)[CH2:5][CH2:4]1, predict the reaction product. The product is: [NH:3]1[CH2:4][CH2:5][C:6](=[C:9]2[C:18]3[CH:19]=[CH:20][CH:21]=[CH:22][C:17]=3[CH:16]=[CH:15][C:14]3[S:13][C:12]([CH2:23][CH2:24][C:25]([OH:27])=[O:26])=[CH:11][C:10]2=3)[CH2:7][CH2:8]1.